This data is from Peptide-MHC class II binding affinity with 134,281 pairs from IEDB. The task is: Regression. Given a peptide amino acid sequence and an MHC pseudo amino acid sequence, predict their binding affinity value. This is MHC class II binding data. (1) The peptide sequence is VFLGSAHGIPKVPPG. The MHC is HLA-DQA10501-DQB10301 with pseudo-sequence HLA-DQA10501-DQB10301. The binding affinity (normalized) is 0.802. (2) The peptide sequence is SLDISLETVAIDRPA. The MHC is DRB1_0901 with pseudo-sequence DRB1_0901. The binding affinity (normalized) is 0.379. (3) The peptide sequence is GAYFVSSGKYEGGNI. The MHC is HLA-DQA10301-DQB10302 with pseudo-sequence HLA-DQA10301-DQB10302. The binding affinity (normalized) is 0.0161. (4) The peptide sequence is LGWNIITFKDKTDIH. The MHC is DRB3_0202 with pseudo-sequence DRB3_0202. The binding affinity (normalized) is 0.